From a dataset of Forward reaction prediction with 1.9M reactions from USPTO patents (1976-2016). Predict the product of the given reaction. (1) Given the reactants [NH2:1][C:2]1[C:7]2=[C:8]([C:16]3[CH:21]=[CH:20][C:19]([N+:22]([O-])=O)=[CH:18][CH:17]=3)[C:9]([C:11]([O:13][CH2:14][CH3:15])=[O:12])=[CH:10][N:6]2[N:5]=[CH:4][N:3]=1, predict the reaction product. The product is: [NH2:1][C:2]1[C:7]2=[C:8]([C:16]3[CH:17]=[CH:18][C:19]([NH2:22])=[CH:20][CH:21]=3)[C:9]([C:11]([O:13][CH2:14][CH3:15])=[O:12])=[CH:10][N:6]2[N:5]=[CH:4][N:3]=1. (2) Given the reactants [C:1]([C:5]1[CH:10]=[CH:9][C:8]([NH:11][C:12]2[C:21]3[C:16](=[CH:17][CH:18]=[CH:19][CH:20]=3)[CH:15]=[CH:14][N:13]=2)=[CH:7][CH:6]=1)([CH3:4])([CH3:3])[CH3:2].[Br-:22].[Br-].[Br-].C1([N+](C)(C)C)C=CC=CC=1.C1([N+](C)(C)C)C=CC=CC=1.C1([N+](C)(C)C)C=CC=CC=1.CCCCCC, predict the reaction product. The product is: [Br:22][C:15]1[C:16]2[C:21](=[CH:20][CH:19]=[CH:18][CH:17]=2)[C:12]([NH:11][C:8]2[CH:9]=[CH:10][C:5]([C:1]([CH3:4])([CH3:2])[CH3:3])=[CH:6][CH:7]=2)=[N:13][CH:14]=1. (3) Given the reactants [F:1][C:2]([F:22])([F:21])[C:3]1[N:11]=[C:10]([NH:12][CH2:13][CH2:14][C:15]2[CH:20]=[CH:19][CH:18]=[CH:17][CH:16]=2)[N:9]=[C:8]2[C:4]=1[NH:5][CH:6]=[N:7]2.[CH3:23]N(C=O)C, predict the reaction product. The product is: [F:22][C:2]([F:1])([F:21])[C:3]1[N:11]=[C:10]([NH:12][CH2:13][CH2:14][C:15]2[CH:16]=[CH:17][CH:18]=[CH:19][CH:20]=2)[N:9]=[C:8]2[C:4]=1[N:5]=[CH:6][N:7]2[CH3:23].